From a dataset of NCI-60 drug combinations with 297,098 pairs across 59 cell lines. Regression. Given two drug SMILES strings and cell line genomic features, predict the synergy score measuring deviation from expected non-interaction effect. (1) Drug 1: CC1=C(N=C(N=C1N)C(CC(=O)N)NCC(C(=O)N)N)C(=O)NC(C(C2=CN=CN2)OC3C(C(C(C(O3)CO)O)O)OC4C(C(C(C(O4)CO)O)OC(=O)N)O)C(=O)NC(C)C(C(C)C(=O)NC(C(C)O)C(=O)NCCC5=NC(=CS5)C6=NC(=CS6)C(=O)NCCC[S+](C)C)O. Drug 2: C1CC(=O)NC(=O)C1N2C(=O)C3=CC=CC=C3C2=O. Cell line: ACHN. Synergy scores: CSS=52.7, Synergy_ZIP=0.124, Synergy_Bliss=-1.27, Synergy_Loewe=-19.4, Synergy_HSA=-1.69. (2) Drug 1: CC1=C(C(=CC=C1)Cl)NC(=O)C2=CN=C(S2)NC3=CC(=NC(=N3)C)N4CCN(CC4)CCO. Drug 2: C1=NC2=C(N1)C(=S)N=CN2. Cell line: SF-295. Synergy scores: CSS=15.7, Synergy_ZIP=11.3, Synergy_Bliss=18.0, Synergy_Loewe=-3.82, Synergy_HSA=-0.00887. (3) Drug 1: COC1=C(C=C2C(=C1)N=CN=C2NC3=CC(=C(C=C3)F)Cl)OCCCN4CCOCC4. Drug 2: N.N.Cl[Pt+2]Cl. Cell line: SF-268. Synergy scores: CSS=12.7, Synergy_ZIP=-1.42, Synergy_Bliss=6.42, Synergy_Loewe=-1.69, Synergy_HSA=1.35. (4) Drug 1: CC(C1=C(C=CC(=C1Cl)F)Cl)OC2=C(N=CC(=C2)C3=CN(N=C3)C4CCNCC4)N. Drug 2: CNC(=O)C1=CC=CC=C1SC2=CC3=C(C=C2)C(=NN3)C=CC4=CC=CC=N4. Cell line: TK-10. Synergy scores: CSS=3.84, Synergy_ZIP=0.837, Synergy_Bliss=3.80, Synergy_Loewe=2.78, Synergy_HSA=2.91. (5) Cell line: NCIH23. Drug 2: C1CN(P(=O)(OC1)NCCCl)CCCl. Drug 1: CC(C)NC(=O)C1=CC=C(C=C1)CNNC.Cl. Synergy scores: CSS=0.828, Synergy_ZIP=-4.47, Synergy_Bliss=-9.29, Synergy_Loewe=-3.98, Synergy_HSA=-5.04. (6) Drug 1: CC12CCC3C(C1CCC2=O)CC(=C)C4=CC(=O)C=CC34C. Drug 2: CN(C)C1=NC(=NC(=N1)N(C)C)N(C)C. Cell line: HT29. Synergy scores: CSS=35.5, Synergy_ZIP=5.48, Synergy_Bliss=10.7, Synergy_Loewe=-34.8, Synergy_HSA=6.44. (7) Drug 1: C1=NC2=C(N=C(N=C2N1C3C(C(C(O3)CO)O)O)F)N. Drug 2: CC=C1C(=O)NC(C(=O)OC2CC(=O)NC(C(=O)NC(CSSCCC=C2)C(=O)N1)C(C)C)C(C)C. Cell line: HCT116. Synergy scores: CSS=59.4, Synergy_ZIP=0.965, Synergy_Bliss=4.71, Synergy_Loewe=-43.3, Synergy_HSA=0.200. (8) Drug 2: C1=CC=C(C=C1)NC(=O)CCCCCCC(=O)NO. Drug 1: CCCCCOC(=O)NC1=NC(=O)N(C=C1F)C2C(C(C(O2)C)O)O. Cell line: MCF7. Synergy scores: CSS=18.1, Synergy_ZIP=-7.66, Synergy_Bliss=1.03, Synergy_Loewe=-20.9, Synergy_HSA=2.30. (9) Drug 1: CC1C(C(CC(O1)OC2CC(CC3=C2C(=C4C(=C3O)C(=O)C5=C(C4=O)C(=CC=C5)OC)O)(C(=O)C)O)N)O.Cl. Drug 2: C(CC(=O)O)C(=O)CN.Cl. Cell line: SF-539. Synergy scores: CSS=17.4, Synergy_ZIP=-10.8, Synergy_Bliss=-7.35, Synergy_Loewe=-21.8, Synergy_HSA=-6.41. (10) Drug 1: C1C(C(OC1N2C=NC3=C(N=C(N=C32)Cl)N)CO)O. Drug 2: C(CN)CNCCSP(=O)(O)O. Cell line: HT29. Synergy scores: CSS=12.3, Synergy_ZIP=-2.73, Synergy_Bliss=-2.56, Synergy_Loewe=-30.4, Synergy_HSA=-7.46.